From a dataset of NCI-60 drug combinations with 297,098 pairs across 59 cell lines. Regression. Given two drug SMILES strings and cell line genomic features, predict the synergy score measuring deviation from expected non-interaction effect. (1) Drug 1: CN(CCCl)CCCl.Cl. Drug 2: C1CCC(C(C1)N)N.C(=O)(C(=O)[O-])[O-].[Pt+4]. Cell line: SR. Synergy scores: CSS=86.4, Synergy_ZIP=3.63, Synergy_Bliss=3.74, Synergy_Loewe=3.11, Synergy_HSA=5.94. (2) Drug 1: CC=C1C(=O)NC(C(=O)OC2CC(=O)NC(C(=O)NC(CSSCCC=C2)C(=O)N1)C(C)C)C(C)C. Drug 2: CCC1(C2=C(COC1=O)C(=O)N3CC4=CC5=C(C=CC(=C5CN(C)C)O)N=C4C3=C2)O.Cl. Cell line: PC-3. Synergy scores: CSS=47.9, Synergy_ZIP=-3.86, Synergy_Bliss=-2.76, Synergy_Loewe=-6.57, Synergy_HSA=3.11. (3) Drug 1: C1C(C(OC1N2C=C(C(=O)NC2=O)F)CO)O. Drug 2: CCC(=C(C1=CC=CC=C1)C2=CC=C(C=C2)OCCN(C)C)C3=CC=CC=C3.C(C(=O)O)C(CC(=O)O)(C(=O)O)O. Cell line: SF-539. Synergy scores: CSS=14.9, Synergy_ZIP=-7.59, Synergy_Bliss=-1.48, Synergy_Loewe=-23.3, Synergy_HSA=-3.39. (4) Drug 1: CNC(=O)C1=CC=CC=C1SC2=CC3=C(C=C2)C(=NN3)C=CC4=CC=CC=N4. Drug 2: CCC1(CC2CC(C3=C(CCN(C2)C1)C4=CC=CC=C4N3)(C5=C(C=C6C(=C5)C78CCN9C7C(C=CC9)(C(C(C8N6C=O)(C(=O)OC)O)OC(=O)C)CC)OC)C(=O)OC)O.OS(=O)(=O)O. Cell line: SF-268. Synergy scores: CSS=7.20, Synergy_ZIP=2.42, Synergy_Bliss=5.40, Synergy_Loewe=-11.7, Synergy_HSA=2.90.